Dataset: Full USPTO retrosynthesis dataset with 1.9M reactions from patents (1976-2016). Task: Predict the reactants needed to synthesize the given product. (1) Given the product [CH3:29][C@@H:16]([NH2:8])[C@@H:17]([OH:28])[CH2:18][C@@H:19]([C:22]1[CH:27]=[CH:26][CH:25]=[CH:24][CH:23]=1)[CH2:20][CH3:21], predict the reactants needed to synthesize it. The reactants are: C([N:8]([C@H:16]([CH3:29])[C@@H:17]([OH:28])[CH2:18][C@@H:19]([C:22]1[CH:27]=[CH:26][CH:25]=[CH:24][CH:23]=1)[CH2:20][CH3:21])CC1C=CC=CC=1)C1C=CC=CC=1.C(O)(=O)C. (2) Given the product [F:3][C:4]1([F:11])[CH2:9][CH2:8][CH:7]([O:10][C:16]2[N:17]([C:28]3[CH:29]=[CH:30][C:31]([O:34][CH2:35][C:36]([F:39])([F:38])[F:37])=[CH:32][CH:33]=3)[C:18](=[O:27])[C:19]3[CH:25]=[CH:24][C:23](=[O:26])[NH:22][C:20]=3[N:21]=2)[CH2:6][CH2:5]1, predict the reactants needed to synthesize it. The reactants are: [H-].[Na+].[F:3][C:4]1([F:11])[CH2:9][CH2:8][CH:7]([OH:10])[CH2:6][CH2:5]1.C(S[C:16]1[N:17]([C:28]2[CH:33]=[CH:32][C:31]([O:34][CH2:35][C:36]([F:39])([F:38])[F:37])=[CH:30][CH:29]=2)[C:18](=[O:27])[C:19]2[CH:25]=[CH:24][C:23](=[O:26])[NH:22][C:20]=2[N:21]=1)CC.O. (3) Given the product [C:23]([NH:2][C@H:3]1[CH2:8][CH2:7][CH2:6][N:5]([C:9]2[N:14]=[C:13]([NH:15][C:16](=[O:22])[O:17][C:18]([CH3:19])([CH3:21])[CH3:20])[CH:12]=[CH:11][CH:10]=2)[CH2:4]1)(=[O:26])[CH:24]=[CH2:25], predict the reactants needed to synthesize it. The reactants are: Cl.[NH2:2][C@H:3]1[CH2:8][CH2:7][CH2:6][N:5]([C:9]2[N:14]=[C:13]([NH:15][C:16](=[O:22])[O:17][C:18]([CH3:21])([CH3:20])[CH3:19])[CH:12]=[CH:11][CH:10]=2)[CH2:4]1.[C:23](O)(=[O:26])[CH:24]=[CH2:25].CN(C(ON1N=NC2C=CC=NC1=2)=[N+](C)C)C.F[P-](F)(F)(F)(F)F.CCN(C(C)C)C(C)C. (4) Given the product [OH:14][CH2:15][CH2:16][N:17]1[CH2:22][CH2:21][N:20]([C:2]2[NH:3][C:4](=[O:13])[C:5]3[C:10]([CH:11]=2)=[CH:9][CH:8]=[C:7]([CH3:12])[CH:6]=3)[CH2:19][CH2:18]1, predict the reactants needed to synthesize it. The reactants are: Cl[C:2]1[NH:3][C:4](=[O:13])[C:5]2[C:10]([CH:11]=1)=[CH:9][CH:8]=[C:7]([CH3:12])[CH:6]=2.[OH:14][CH2:15][CH2:16][N:17]1[CH2:22][CH2:21][NH:20][CH2:19][CH2:18]1. (5) Given the product [C:14]([O:5][CH2:4][CH2:3][C:2]([CH3:6])([SH:7])[CH3:1])(=[O:16])[CH3:15], predict the reactants needed to synthesize it. The reactants are: [CH3:1][C:2]([SH:7])([CH3:6])[CH2:3][CH2:4][OH:5].N1C=CC=CC=1.[C:14](Cl)(=[O:16])[CH3:15].